Dataset: Full USPTO retrosynthesis dataset with 1.9M reactions from patents (1976-2016). Task: Predict the reactants needed to synthesize the given product. (1) Given the product [O:24]=[C:23]1[C:22]2[C:17](=[CH:18][CH:19]=[CH:20][CH:21]=2)[C:16]([C:25]([NH2:32])=[O:27])=[N:15][NH:14]1, predict the reactants needed to synthesize it. The reactants are: FC1(F)OC2C=CC(N(CC)C(=O)C[N:14]3[C:23](=[O:24])[C:22]4[C:17](=[CH:18][CH:19]=[CH:20][CH:21]=4)[C:16]([C:25]([OH:27])=O)=[N:15]3)=CC=2O1.[NH2:32]C1C=CC=CC=1C#N.O=P(Cl)(Cl)Cl.C(=O)(O)[O-].[Na+]. (2) Given the product [CH2:17]([N:8]([CH2:1][C:2]1[CH:3]=[CH:4][CH:5]=[CH:6][CH:7]=1)[CH:9]([C:13]([O:16][C:25]1[CH:30]=[CH:29][C:28]([F:31])=[CH:27][C:26]=1[N+:32]([O-:34])=[O:33])([CH3:15])[CH3:14])[C:10]([OH:12])=[O:11])[C:18]1[CH:19]=[CH:20][CH:21]=[CH:22][CH:23]=1, predict the reactants needed to synthesize it. The reactants are: [CH2:1]([N:8]([CH2:17][C:18]1[CH:23]=[CH:22][CH:21]=[CH:20][CH:19]=1)[CH:9]([C:13]([OH:16])([CH3:15])[CH3:14])[C:10]([OH:12])=[O:11])[C:2]1[CH:7]=[CH:6][CH:5]=[CH:4][CH:3]=1.F[C:25]1[CH:30]=[CH:29][C:28]([F:31])=[CH:27][C:26]=1[N+:32]([O-:34])=[O:33].C[Si]([N-][Si](C)(C)C)(C)C.[K+]. (3) Given the product [O:17]1[CH2:22][CH2:21][CH2:20][O:19][CH:18]1[C:23]1[N:28]=[CH:27][C:26]([C:29]2[S:37][C:36]3[C:31](=[N:32][CH:33]=[CH:34][C:35]=3[O:9][C:6]3[CH:7]=[CH:8][C:3]([NH2:2])=[CH:4][C:5]=3[F:10])[CH:30]=2)=[CH:25][CH:24]=1, predict the reactants needed to synthesize it. The reactants are: Cl.[NH2:2][C:3]1[CH:8]=[CH:7][C:6]([OH:9])=[C:5]([F:10])[CH:4]=1.CC([O-])(C)C.[K+].[O:17]1[CH2:22][CH2:21][CH2:20][O:19][CH:18]1[C:23]1[N:28]=[CH:27][C:26]([C:29]2[S:37][C:36]3[C:31](=[N:32][CH:33]=[CH:34][C:35]=3Cl)[CH:30]=2)=[CH:25][CH:24]=1.O. (4) The reactants are: [Cl:1][C:2]1[CH:3]=[C:4]([C:13]([NH:15][CH2:16][CH:17]2[CH2:22][CH2:21][N:20](C(OC(C)(C)C)=O)[CH2:19][CH2:18]2)=[O:14])[C:5](=[O:12])[N:6]([CH:9]([CH3:11])[CH3:10])[C:7]=1[CH3:8].C(=O)([O-])[O-].[K+].[K+]. Given the product [Cl:1][C:2]1[CH:3]=[C:4]([C:13]([NH:15][CH2:16][CH:17]2[CH2:22][CH2:21][NH:20][CH2:19][CH2:18]2)=[O:14])[C:5](=[O:12])[N:6]([CH:9]([CH3:10])[CH3:11])[C:7]=1[CH3:8], predict the reactants needed to synthesize it. (5) Given the product [Cl:23][C:17]1[CH:18]=[CH:19][CH:20]=[C:21]([Cl:22])[C:16]=1[NH:15][C:8]1[CH:7]=[CH:6][CH:5]=[CH:10][C:9]=1[CH2:11][C:12]([O:14][CH2:24][CH2:25][O:26][CH2:27][CH2:28][O:29][CH2:30][CH2:31][OH:32])=[O:13], predict the reactants needed to synthesize it. The reactants are: S(Cl)(Cl)=O.[CH:5]1[CH:6]=[CH:7][C:8]([NH:15][C:16]2[C:17]([Cl:23])=[CH:18][CH:19]=[CH:20][C:21]=2[Cl:22])=[C:9]([CH2:11][C:12]([OH:14])=[O:13])[CH:10]=1.[CH2:24](O)[CH2:25][O:26][CH2:27][CH2:28][O:29][CH2:30][CH2:31][OH:32].C(=O)([O-])[O-].[K+].[K+]. (6) Given the product [CH2:2]([C:4]1[C:12]2[C:7](=[CH:8][C:9]([NH:13][C:42]([C:40]3[CH:39]=[CH:38][C:37]4[NH:33][CH:34]=[N:35][C:36]=4[CH:41]=3)=[O:43])=[CH:10][CH:11]=2)[N:6]([C:14]2[CH:19]=[CH:18][CH:17]=[CH:16][CH:15]=2)[N:5]=1)[CH3:3], predict the reactants needed to synthesize it. The reactants are: Cl.[CH2:2]([C:4]1[C:12]2[C:7](=[CH:8][C:9]([NH2:13])=[CH:10][CH:11]=2)[N:6]([C:14]2[CH:19]=[CH:18][CH:17]=[CH:16][CH:15]=2)[N:5]=1)[CH3:3].C(N(CCCC)CCCC)CCC.[NH:33]1[C:37]2[CH:38]=[CH:39][C:40]([C:42](O)=[O:43])=[CH:41][C:36]=2[N:35]=[CH:34]1.[I-].ClC1C=CC=C[N+]=1C. (7) Given the product [CH3:1][O:2][C:3](=[O:24])[CH2:4][CH:5]1[CH2:10][CH2:9][CH:8]([C:11]2[CH:16]=[CH:15][C:14]([C:17]3[CH:22]=[CH:21][C:20]([NH:23][C:30]4[CH:29]=[CH:28][CH:27]=[C:26]([F:25])[CH:31]=4)=[CH:19][N:18]=3)=[CH:13][CH:12]=2)[CH2:7][CH2:6]1, predict the reactants needed to synthesize it. The reactants are: [CH3:1][O:2][C:3](=[O:24])[CH2:4][CH:5]1[CH2:10][CH2:9][CH:8]([C:11]2[CH:16]=[CH:15][C:14]([C:17]3[CH:22]=[CH:21][C:20]([NH2:23])=[CH:19][N:18]=3)=[CH:13][CH:12]=2)[CH2:7][CH2:6]1.[F:25][C:26]1[CH:27]=[C:28](B(O)O)[CH:29]=[CH:30][CH:31]=1.N1C=CC=CC=1. (8) Given the product [F:26][C:20]1[CH:21]=[CH:22][C:23]([F:25])=[CH:24][C:19]=1[CH:9]([S:10][C:11]1[CH:16]=[C:15]([F:17])[CH:14]=[C:13]([F:18])[CH:12]=1)[C:5]1[C:6]([CH3:8])=[CH:7][C:2]([CH:40]=[O:41])=[N:3][CH:4]=1, predict the reactants needed to synthesize it. The reactants are: Br[C:2]1[CH:7]=[C:6]([CH3:8])[C:5]([CH:9]([C:19]2[CH:24]=[C:23]([F:25])[CH:22]=[CH:21][C:20]=2[F:26])[S:10][C:11]2[CH:16]=[C:15]([F:17])[CH:14]=[C:13]([F:18])[CH:12]=2)=[CH:4][N:3]=1.CCCCCC.C([Li])CCC.CN(C)[CH:40]=[O:41].